Dataset: Reaction yield outcomes from USPTO patents with 853,638 reactions. Task: Predict the reaction yield, written as a fraction of the theoretical maximum amount of product (1.0 means a 100% yield; for example, 0.34 means a 34% yield). (1) The reactants are [NH:1]1[CH2:4][CH2:3][C:2]1=[O:5].I[C:7]1[CH:8]=[C:9]([CH3:14])[CH:10]=[C:11]([CH3:13])[CH:12]=1. No catalyst specified. The product is [CH3:14][C:9]1[CH:8]=[C:7]([N:1]2[CH2:4][CH2:3][C:2]2=[O:5])[CH:12]=[C:11]([CH3:13])[CH:10]=1. The yield is 0.950. (2) The reactants are [CH3:1][O:2][C:3]1[C:8]2[C:9](=[O:23])[O:10][C:11]([C:13]3[C:22]4[C:17](=[CH:18][CH:19]=[CH:20][CH:21]=4)[CH:16]=[CH:15][CH:14]=3)=[N:12][C:7]=2[CH:6]=[CH:5][CH:4]=1.[N:24]1([CH2:29][CH2:30][NH2:31])[CH2:28][CH2:27][CH2:26][CH2:25]1. No catalyst specified. The product is [CH3:1][O:2][C:3]1[C:8]([C:9]([NH:31][CH2:30][CH2:29][N:24]2[CH2:28][CH2:27][CH2:26][CH2:25]2)=[O:23])=[C:7]([NH:12][C:11]([C:13]2[C:22]3[C:21](=[CH:20][CH:19]=[CH:18][CH:17]=3)[CH:16]=[CH:15][CH:14]=2)=[O:10])[CH:6]=[CH:5][CH:4]=1. The yield is 0.780.